Task: Predict the product of the given reaction.. Dataset: Forward reaction prediction with 1.9M reactions from USPTO patents (1976-2016) (1) Given the reactants [N:1]1[N:2]=[C:3]([C:10]2[CH:19]=[CH:18][C:17]3[C:12](=[C:13]([O:21][CH:22]4[CH2:27][CH2:26][N:25](C(OC(C)(C)C)=O)[CH2:24][C:23]4([F:36])[F:35])[CH:14]=[C:15]([F:20])[CH:16]=3)[N:11]=2)[N:4]2[CH:9]=[CH:8][CH:7]=[CH:6][C:5]=12.[ClH:37].O1CCOCC1.CCOCC, predict the reaction product. The product is: [ClH:37].[ClH:37].[N:1]1[N:2]=[C:3]([C:10]2[CH:19]=[CH:18][C:17]3[C:12](=[C:13]([O:21][CH:22]4[CH2:27][CH2:26][NH:25][CH2:24][C:23]4([F:36])[F:35])[CH:14]=[C:15]([F:20])[CH:16]=3)[N:11]=2)[N:4]2[CH:9]=[CH:8][CH:7]=[CH:6][C:5]=12. (2) Given the reactants ClCC([O:5][C@@H:6]1[C@@H:11]([O:12][CH2:13][C:14]2[CH:19]=[CH:18][CH:17]=[CH:16][CH:15]=2)[C@@H:10]([O:20][CH2:21][C:22]2[CH:27]=[CH:26][CH:25]=[CH:24][CH:23]=2)[C@@H:9]([CH2:28][O:29][CH2:30][C:31]2[CH:36]=[CH:35][CH:34]=[CH:33][CH:32]=2)[O:8][C@H:7]1[F:37])=O.NC(N)=S, predict the reaction product. The product is: [CH2:13]([O:12][C@H:11]1[C@@H:10]([O:20][CH2:21][C:22]2[CH:27]=[CH:26][CH:25]=[CH:24][CH:23]=2)[C@@H:9]([CH2:28][O:29][CH2:30][C:31]2[CH:36]=[CH:35][CH:34]=[CH:33][CH:32]=2)[O:8][C@@H:7]([F:37])[C@@H:6]1[OH:5])[C:14]1[CH:19]=[CH:18][CH:17]=[CH:16][CH:15]=1. (3) Given the reactants [Cl:1][C:2]1[CH:38]=[CH:37][C:5]([CH2:6][N:7]2[C:15]3[C:14](=[O:16])[N:13]([CH2:17][CH:18]([OH:22])[CH2:19][O:20][CH3:21])[C:12](=[O:23])[N:11]([CH3:24])[C:10]=3[N:9]=[C:8]2[O:25][C:26]2[CH:31]=[CH:30][CH:29]=[C:28]([O:32][C:33]([F:36])([F:35])[F:34])[CH:27]=2)=[CH:4][CH:3]=1.C(OC(=O)C)(=O)C, predict the reaction product. The product is: [Cl:1][C:2]1[CH:3]=[CH:4][C:5]([CH2:6][N:7]2[C:15]3[C:14](=[O:16])[N:13]([CH2:17][C:18](=[O:22])[CH2:19][O:20][CH3:21])[C:12](=[O:23])[N:11]([CH3:24])[C:10]=3[N:9]=[C:8]2[O:25][C:26]2[CH:31]=[CH:30][CH:29]=[C:28]([O:32][C:33]([F:36])([F:34])[F:35])[CH:27]=2)=[CH:37][CH:38]=1. (4) Given the reactants [F:1][C:2]1[CH:9]=[CH:8][C:7]([N+:10]([O-:12])=[O:11])=[CH:6][C:3]=1[CH2:4]O.[Br:13]C(Br)(Br)Br.C1(P(C2C=CC=CC=2)C2C=CC=CC=2)C=CC=CC=1, predict the reaction product. The product is: [Br:13][CH2:4][C:3]1[CH:6]=[C:7]([N+:10]([O-:12])=[O:11])[CH:8]=[CH:9][C:2]=1[F:1]. (5) Given the reactants O=C1C2C(=CC=CC=2)C(=O)[N:3]1[C:12]1[N:13]=[N:14][N:15]([CH2:17][CH2:18][CH2:19][CH2:20][N:21]2[CH:25]=[C:24]([C:26]([NH:28][CH2:29][C:30]3[CH:35]=[CH:34][CH:33]=[CH:32][N:31]=3)=[O:27])[N:23]=[N:22]2)[CH:16]=1.O.NN, predict the reaction product. The product is: [NH2:3][C:12]1[N:13]=[N:14][N:15]([CH2:17][CH2:18][CH2:19][CH2:20][N:21]2[CH:25]=[C:24]([C:26]([NH:28][CH2:29][C:30]3[CH:35]=[CH:34][CH:33]=[CH:32][N:31]=3)=[O:27])[N:23]=[N:22]2)[CH:16]=1. (6) Given the reactants [CH2:1]1[C:3]2([CH2:8][CH2:7][CH2:6][CH2:5][N:4]2[C:9]2[N:13]3[CH:14]=[C:15]([O:18][C@H:19]4[C:28]5[C:23](=[CH:24][CH:25]=[CH:26][CH:27]=5)[C@@H:22]([NH2:29])[CH2:21][CH2:20]4)[CH:16]=[CH:17][C:12]3=[N:11][N:10]=2)[CH2:2]1.ClC(Cl)(Cl)C[O:33][C:34](=O)[NH:35][C:36]1[N:37]([C:45]2[CH:50]=[CH:49][CH:48]=[C:47]([O:51][CH2:52][CH2:53][OH:54])[CH:46]=2)[N:38]=[C:39]([C:41]([CH3:44])([CH3:43])[CH3:42])[CH:40]=1.CCN(C(C)C)C(C)C, predict the reaction product. The product is: [CH2:2]1[C:3]2([CH2:8][CH2:7][CH2:6][CH2:5][N:4]2[C:9]2[N:13]3[CH:14]=[C:15]([O:18][C@H:19]4[C:28]5[C:23](=[CH:24][CH:25]=[CH:26][CH:27]=5)[C@@H:22]([NH:29][C:34]([NH:35][C:36]5[N:37]([C:45]6[CH:50]=[CH:49][CH:48]=[C:47]([O:51][CH2:52][CH2:53][OH:54])[CH:46]=6)[N:38]=[C:39]([C:41]([CH3:44])([CH3:43])[CH3:42])[CH:40]=5)=[O:33])[CH2:21][CH2:20]4)[CH:16]=[CH:17][C:12]3=[N:11][N:10]=2)[CH2:1]1.